The task is: Predict which catalyst facilitates the given reaction.. This data is from Catalyst prediction with 721,799 reactions and 888 catalyst types from USPTO. (1) Reactant: [NH2:1][C:2]1[CH:3]=[CH:4][C:5]2[O:9][C:8]([C:10]([NH:12][C:13]3[CH:18]=[CH:17][C:16]([Cl:19])=[CH:15][N:14]=3)=[O:11])=[C:7]([NH:20][C:21]([C@H:23]3[CH2:28][CH2:27][C@H:26]([N:29]([CH3:31])[CH3:30])[CH2:25][CH2:24]3)=[O:22])[C:6]=2[CH:32]=1.[C:33]([O:36][CH2:37][C:38](Cl)=[O:39])(=[O:35])[CH3:34].N1C=CC=CC=1.C(=O)([O-])O.[Na+]. The catalyst class is: 4. Product: [C:33]([O:36][CH2:37][C:38]([NH:1][C:2]1[CH:3]=[CH:4][C:5]2[O:9][C:8]([C:10]([NH:12][C:13]3[CH:18]=[CH:17][C:16]([Cl:19])=[CH:15][N:14]=3)=[O:11])=[C:7]([NH:20][C:21]([C@H:23]3[CH2:28][CH2:27][C@H:26]([N:29]([CH3:30])[CH3:31])[CH2:25][CH2:24]3)=[O:22])[C:6]=2[CH:32]=1)=[O:39])(=[O:35])[CH3:34]. (2) Reactant: [F:1][C:2]1[CH:7]=[C:6]([I:8])[CH:5]=[CH:4][C:3]=1[NH:9][C:10]1[C:18]2[CH:17]=[N:16][CH:15]=[N:14][C:13]=2[O:12][C:11]=1[C:19]([O:21]CC)=O.[OH-].[Na+].[CH3:26][C:27]1([CH3:35])[O:31][C@@H:30]([CH2:32][O:33][NH2:34])[CH2:29][O:28]1.C1C=CC2N(O)N=NC=2C=1.CCN(C(C)C)C(C)C. Product: [CH3:26][C:27]1([CH3:35])[O:31][C@@H:30]([CH2:32][O:33][NH:34][C:19]([C:11]2[O:12][C:13]3[N:14]=[CH:15][N:16]=[CH:17][C:18]=3[C:10]=2[NH:9][C:3]2[CH:4]=[CH:5][C:6]([I:8])=[CH:7][C:2]=2[F:1])=[O:21])[CH2:29][O:28]1. The catalyst class is: 1. (3) Reactant: [CH3:1][C@@H:2]1[NH:7][CH2:6][CH:5]([C:8]2[CH:13]=[CH:12][CH:11]=[CH:10][N:9]=2)[O:4][CH2:3]1.C(N(CC)CC)C.Cl[C:22]1[N:27]=[C:26]([NH2:28])[C:25]([N+:29]([O-:31])=[O:30])=[CH:24][CH:23]=1. Product: [CH3:1][C@H:2]1[CH2:3][O:4][CH:5]([C:8]2[CH:13]=[CH:12][CH:11]=[CH:10][N:9]=2)[CH2:6][N:7]1[C:22]1[N:27]=[C:26]([NH2:28])[C:25]([N+:29]([O-:31])=[O:30])=[CH:24][CH:23]=1. The catalyst class is: 16.